Dataset: Peptide-MHC class I binding affinity with 185,985 pairs from IEDB/IMGT. Task: Regression. Given a peptide amino acid sequence and an MHC pseudo amino acid sequence, predict their binding affinity value. This is MHC class I binding data. (1) The peptide sequence is NHINPELSL. The MHC is HLA-B38:01 with pseudo-sequence HLA-B38:01. The binding affinity (normalized) is 0.584. (2) The peptide sequence is TVDFTDCRT. The MHC is HLA-A68:02 with pseudo-sequence HLA-A68:02. The binding affinity (normalized) is 0.407. (3) The peptide sequence is SDYLELDTI. The MHC is HLA-B40:02 with pseudo-sequence HLA-B40:02. The binding affinity (normalized) is 0.828. (4) The peptide sequence is SFFVWVIIL. The MHC is HLA-A24:02 with pseudo-sequence HLA-A24:02. The binding affinity (normalized) is 0. (5) The peptide sequence is IRYPKTFGWLW. The MHC is Mamu-B08 with pseudo-sequence Mamu-B08. The binding affinity (normalized) is 0.324. (6) The peptide sequence is PLLVLQAGFF. The MHC is Patr-A0701 with pseudo-sequence Patr-A0701. The binding affinity (normalized) is 0.409. (7) The peptide sequence is RGLFGAIAGF. The MHC is Mamu-A02 with pseudo-sequence Mamu-A02. The binding affinity (normalized) is 0.714.